From a dataset of Full USPTO retrosynthesis dataset with 1.9M reactions from patents (1976-2016). Predict the reactants needed to synthesize the given product. (1) Given the product [NH:15]1[CH:16]=[CH:17][C:13]([NH:12][C:4]2[N:3]=[C:2]([C:23]3[CH:24]=[CH:25][C:20]([C:18]#[N:19])=[CH:21][CH:22]=3)[C:11]3[C:6]([CH:5]=2)=[CH:7][CH:8]=[CH:9][CH:10]=3)=[N:14]1, predict the reactants needed to synthesize it. The reactants are: Cl[C:2]1[C:11]2[C:6](=[CH:7][CH:8]=[CH:9][CH:10]=2)[CH:5]=[C:4]([NH:12][C:13]2[CH:17]=[CH:16][NH:15][N:14]=2)[N:3]=1.[C:18]([C:20]1[CH:25]=[CH:24][C:23](B(O)O)=[CH:22][CH:21]=1)#[N:19]. (2) Given the product [Si:8]([O:15][C:23]([C:26]1[CH:27]=[CH:28][CH:29]=[C:30]2[C:35]=1[N:34]=[C:33]([S:36][CH3:37])[N:32]([CH3:38])[C:31]2=[O:39])=[CH2:24])([C:11]([CH3:12])([CH3:13])[CH3:14])([CH3:9])[CH3:10], predict the reactants needed to synthesize it. The reactants are: CCN(CC)CC.[Si:8]([O:15]S(C(F)(F)F)(=O)=O)([C:11]([CH3:14])([CH3:13])[CH3:12])([CH3:10])[CH3:9].[C:23]([C:26]1[CH:27]=[CH:28][CH:29]=[C:30]2[C:35]=1[N:34]=[C:33]([S:36][CH3:37])[N:32]([CH3:38])[C:31]2=[O:39])(=O)[CH3:24]. (3) Given the product [CH3:20][C:21]1[N:22]=[C:23]([NH:26][C:2]2[CH:12]=[C:11]([O:13][C:14]3[CH:19]=[CH:18][CH:17]=[CH:16][CH:15]=3)[C:5]([C:6]([O:8][CH2:9][CH3:10])=[O:7])=[CH:4][N:3]=2)[S:24][CH:25]=1, predict the reactants needed to synthesize it. The reactants are: Cl[C:2]1[CH:12]=[C:11]([O:13][C:14]2[CH:19]=[CH:18][CH:17]=[CH:16][CH:15]=2)[C:5]([C:6]([O:8][CH2:9][CH3:10])=[O:7])=[CH:4][N:3]=1.[CH3:20][C:21]1[N:22]=[C:23]([NH2:26])[S:24][CH:25]=1.P([O-])([O-])([O-])=O.[K+].[K+].[K+].O. (4) Given the product [C:1]([C:5]1[CH:6]=[CH:7][C:8]2[O:13][CH2:12][C:11](=[O:14])[N:10]([CH2:25][CH2:24][CH2:23][Cl:22])[C:9]=2[CH:15]=1)([CH3:4])([CH3:2])[CH3:3], predict the reactants needed to synthesize it. The reactants are: [C:1]([C:5]1[CH:6]=[CH:7][C:8]2[O:13][CH2:12][C:11](=[O:14])[NH:10][C:9]=2[CH:15]=1)([CH3:4])([CH3:3])[CH3:2].C([O-])([O-])=O.[Cs+].[Cs+].[Cl:22][CH2:23][CH2:24][CH2:25]I. (5) Given the product [N:16]1([CH2:17][CH2:18][OH:19])[CH2:21][CH2:20][O:15][CH2:14][CH2:13]1, predict the reactants needed to synthesize it. The reactants are: CN1CCN(CCCO)CC1.Br[CH2:13][CH2:14][OH:15].[NH:16]1[CH2:21][CH2:20][O:19][CH2:18][CH2:17]1.